Predict the product of the given reaction. From a dataset of Forward reaction prediction with 1.9M reactions from USPTO patents (1976-2016). (1) Given the reactants [CH:1]1([CH:7]([O:18][CH3:19])[C:8]2[N:9]=[C:10]([C:13]([O:15][CH2:16][CH3:17])=[O:14])[S:11][CH:12]=2)[CH2:6][CH2:5][CH2:4][CH2:3][CH2:2]1.Br[C:21]1[CH:26]=[CH:25][C:24]([S:27]([NH:30][C:31]([CH3:34])([CH3:33])[CH3:32])(=[O:29])=[O:28])=[C:23]([C:35]([CH3:38])([CH3:37])[CH3:36])[CH:22]=1.C1C=CC(P(C2C=CC=CC=2)C2C=CC=CC=2)=CC=1.N#N, predict the reaction product. The product is: [C:35]([C:23]1[CH:22]=[C:21]([C:12]2[S:11][C:10]([C:13]([O:15][CH2:16][CH3:17])=[O:14])=[N:9][C:8]=2[CH:7]([CH:1]2[CH2:2][CH2:3][CH2:4][CH2:5][CH2:6]2)[O:18][CH3:19])[CH:26]=[CH:25][C:24]=1[S:27](=[O:28])(=[O:29])[NH:30][C:31]([CH3:34])([CH3:33])[CH3:32])([CH3:38])([CH3:36])[CH3:37]. (2) Given the reactants [CH2:1]([N:3]([CH2:27][CH3:28])[C:4]([CH:6]1[C:18]2[C:17]3[C:12](=[CH:13][CH:14]=[C:15]([OH:19])[CH:16]=3)[N:11]([CH2:20][CH2:21][OH:22])[C:10]=2[C:9]2[CH:23]=[CH:24][CH:25]=[CH:26][C:8]=2[S:7]1)=[O:5])[CH3:2].[H-].[Na+].[CH2:31](Br)[CH3:32], predict the reaction product. The product is: [CH2:27]([N:3]([CH2:1][CH3:2])[C:4]([CH:6]1[C:18]2[C:17]3[C:12](=[CH:13][CH:14]=[C:15]([O:19][CH2:31][CH3:32])[CH:16]=3)[N:11]([CH2:20][CH2:21][OH:22])[C:10]=2[C:9]2[CH:23]=[CH:24][CH:25]=[CH:26][C:8]=2[S:7]1)=[O:5])[CH3:28]. (3) Given the reactants [Cl:1][C:2]1[CH:26]=[CH:25][C:5]([CH2:6][NH:7][C:8]([C:10]2[C:19](=[O:20])[C:18]3[C:13](=[C:14]([I:23])[CH:15]=[C:16]([CH2:21]O)[CH:17]=3)[N:12]([CH3:24])[CH:11]=2)=[O:9])=[CH:4][CH:3]=1.N1C(C)=CC(C)=CC=1C.CS([Cl:40])(=O)=O, predict the reaction product. The product is: [Cl:1][C:2]1[CH:3]=[CH:4][C:5]([CH2:6][NH:7][C:8]([C:10]2[C:19](=[O:20])[C:18]3[C:13](=[C:14]([I:23])[CH:15]=[C:16]([CH2:21][Cl:40])[CH:17]=3)[N:12]([CH3:24])[CH:11]=2)=[O:9])=[CH:25][CH:26]=1. (4) Given the reactants C(=O)([O-])[O-].[K+].[K+].[F:7][C:8]1[CH:13]=[CH:12][C:11]([F:14])=[CH:10][C:9]=1[OH:15].CS([C:20]1[N:21]=[C:22]([O:46][CH2:47][CH2:48][CH3:49])[C:23]2[N:28]=[C:27]([C:29]3[CH:43]=[C:42]([CH3:44])[C:32]([O:33][CH2:34][C:35]([O:37][C:38]([CH3:41])([CH3:40])[CH3:39])=[O:36])=[C:31]([CH3:45])[CH:30]=3)[O:26][C:24]=2[N:25]=1)(=O)=O.S(=O)(=O)(O)[O-].[Na+], predict the reaction product. The product is: [F:7][C:8]1[CH:13]=[CH:12][C:11]([F:14])=[CH:10][C:9]=1[O:15][C:20]1[N:21]=[C:22]([O:46][CH2:47][CH2:48][CH3:49])[C:23]2[N:28]=[C:27]([C:29]3[CH:30]=[C:31]([CH3:45])[C:32]([O:33][CH2:34][C:35]([O:37][C:38]([CH3:39])([CH3:40])[CH3:41])=[O:36])=[C:42]([CH3:44])[CH:43]=3)[O:26][C:24]=2[N:25]=1. (5) Given the reactants F[C:2]1[CH:21]=[CH:20][C:5]([C:6]([NH:8][C:9]2[CH:14]=[CH:13][C:12]([O:15][C:16]([F:19])([F:18])[F:17])=[CH:11][CH:10]=2)=[O:7])=[CH:4][C:3]=1[C:22]1[S:26][CH:25]=[N:24][CH:23]=1.[CH3:27][C:28]1([OH:33])[CH2:32][CH2:31][NH:30][CH2:29]1, predict the reaction product. The product is: [OH:33][C:28]1([CH3:27])[CH2:32][CH2:31][N:30]([C:2]2[CH:21]=[CH:20][C:5]([C:6]([NH:8][C:9]3[CH:14]=[CH:13][C:12]([O:15][C:16]([F:19])([F:18])[F:17])=[CH:11][CH:10]=3)=[O:7])=[CH:4][C:3]=2[C:22]2[S:26][CH:25]=[N:24][CH:23]=2)[CH2:29]1. (6) Given the reactants Br[C:2]1[C:3]([N:9]2[CH2:14][CH2:13][O:12][CH2:11][CH:10]2[C:15]([NH:17][CH:18]2[CH2:23][CH2:22][O:21][CH2:20][CH2:19]2)=[O:16])=[N:4][C:5]([Cl:8])=[N:6][CH:7]=1.CC1(C)C2C=CC=C(P(C3C=CC=CC=3)C3C=CC=CC=3)C=2OC2C1=CC=CC=2P(C1C=CC=CC=1)C1C=CC=CC=1.P([O-])([O-])([O-])=O.[K+].[K+].[K+], predict the reaction product. The product is: [Cl:8][C:5]1[N:6]=[CH:7][C:2]2[N:17]([CH:18]3[CH2:23][CH2:22][O:21][CH2:20][CH2:19]3)[C:15](=[O:16])[CH:10]3[CH2:11][O:12][CH2:13][CH2:14][N:9]3[C:3]=2[N:4]=1. (7) Given the reactants [Br:1][C:2]1[C:3]([CH3:8])=[N:4][S:5][C:6]=1Br.[F:9][C:10]1[C:15]([CH3:16])=[CH:14][C:13]([Sn](CCCC)(CCCC)CCCC)=[CH:12][N:11]=1.CCCCCC.CCOCC, predict the reaction product. The product is: [F:9][C:10]1[C:15]([CH3:16])=[C:14]([C:6]2[S:5][N:4]=[C:3]([CH3:8])[C:2]=2[Br:1])[CH:13]=[CH:12][N:11]=1. (8) Given the reactants [CH3:1][N:2]1[CH:10]=[C:9]2[C:4]([CH:5]=[CH:6][C:7]3[CH2:13][CH2:12][C:11](=[CH:14][CH2:15][NH2:16])[C:8]=32)=[N:3]1.C(N(CC)CC)C.[C:24](OC(=O)C)(=[O:26])[CH3:25], predict the reaction product. The product is: [CH3:1][N:2]1[CH:10]=[C:9]2[C:4]([CH:5]=[CH:6][C:7]3[CH2:13][CH2:12][C:11](=[CH:14][CH2:15][NH:16][C:24](=[O:26])[CH3:25])[C:8]=32)=[N:3]1.